The task is: Predict which catalyst facilitates the given reaction.. This data is from Catalyst prediction with 721,799 reactions and 888 catalyst types from USPTO. (1) Reactant: [O:1]1[C:5]2[CH:6]=[CH:7][C:8]([C:10]3([C:13]([NH:15][C:16]4[N:21]=[C:20]([C:22]5[CH:27]=[CH:26][C:25]([S:28]([OH:31])(=O)=[O:29])=[CH:24][CH:23]=5)[CH:19]=[CH:18][CH:17]=4)=[O:14])[CH2:12][CH2:11]3)=[CH:9][C:4]=2[O:3][CH2:2]1.O=S(Cl)[Cl:34].CN(C=O)C. Product: [O:1]1[C:5]2[CH:6]=[CH:7][C:8]([C:10]3([C:13]([NH:15][C:16]4[N:21]=[C:20]([C:22]5[CH:27]=[CH:26][C:25]([S:28]([Cl:34])(=[O:31])=[O:29])=[CH:24][CH:23]=5)[CH:19]=[CH:18][CH:17]=4)=[O:14])[CH2:12][CH2:11]3)=[CH:9][C:4]=2[O:3][CH2:2]1. The catalyst class is: 265. (2) Reactant: [F:1][C:2]1[CH:7]=[CH:6][C:5]([C:8](=[O:15])[CH2:9][C:10]([O:12][CH2:13][CH3:14])=[O:11])=[CH:4][CH:3]=1.[F:16][C:17]([F:27])([F:26])[C:18]1[CH:25]=[CH:24][C:21]([CH2:22]Br)=[CH:20][CH:19]=1.C(=O)([O-])[O-].[K+].[K+]. Product: [F:1][C:2]1[CH:3]=[CH:4][C:5]([C:8](=[O:15])[CH:9]([CH2:22][C:21]2[CH:20]=[CH:19][C:18]([C:17]([F:16])([F:26])[F:27])=[CH:25][CH:24]=2)[C:10]([O:12][CH2:13][CH3:14])=[O:11])=[CH:6][CH:7]=1. The catalyst class is: 47.